Predict the reaction yield, written as a fraction of the theoretical maximum amount of product (1.0 means a 100% yield; for example, 0.34 means a 34% yield). From a dataset of Reaction yield outcomes from USPTO patents with 853,638 reactions. (1) The reactants are C(OC([NH:8][C:9]1[CH:10]=[C:11]([S:17]([NH2:20])(=[O:19])=[O:18])[CH:12]=[CH:13][C:14]=1[O:15][CH3:16])=O)(C)(C)C.[Cl:21][C:22]1[CH:23]=[C:24]([NH:38][C:39](OC2C=CC=CC=2)=[O:40])[C:25](=[CH:36][CH:37]=1)[C:26](OCC1C=CC=CC=1)=[O:27]. No catalyst specified. The product is [NH2:8][C:9]1[CH:10]=[C:11]([S:17]([N:20]2[C:26](=[O:27])[C:25]3[C:24](=[CH:23][C:22]([Cl:21])=[CH:37][CH:36]=3)[NH:38][C:39]2=[O:40])(=[O:18])=[O:19])[CH:12]=[CH:13][C:14]=1[O:15][CH3:16]. The yield is 0.160. (2) The reactants are [CH3:1][C:2]1[N:7]=[C:6]([CH:8]=[O:9])[CH:5]=[CH:4][CH:3]=1.C[Si]([C:14]#[N:15])(C)C.[H-].[Al+3].[Li+].[H-].[H-].[H-].[OH-].[Na+]. The catalyst is C(Cl)Cl.[I-].[Zn+2].[I-].CO.O. The product is [NH2:15][CH2:14][CH:8]([C:6]1[CH:5]=[CH:4][CH:3]=[C:2]([CH3:1])[N:7]=1)[OH:9]. The yield is 0.380. (3) The reactants are ClC1C=C(C=CC=1[C:11]1[CH:20]=[CH:19][C:18]2[C:13](=[CH:14][CH:15]=[C:16](O)[CH:17]=2)[N:12]=1)C(O)=O.[CH3:22][O:23][C:24]([C:26]1[CH:31]=[CH:30][C:29](B(O)O)=[CH:28][CH:27]=1)=[O:25].[C:35]([O-:38])([O-])=O.[K+].[K+].Cl.C[N:43](C=O)C. The catalyst is O.C1C=CC(P(C2C=CC=CC=2)[C-]2C=CC=C2)=CC=1.C1C=CC(P(C2C=CC=CC=2)[C-]2C=CC=C2)=CC=1.Cl[Pd]Cl.[Fe+2]. The product is [NH2:43][C:19]1[C:18]2[C:13](=[CH:14][CH:15]=[C:16]([O:38][CH3:35])[CH:17]=2)[N:12]=[C:11]([C:29]2[CH:30]=[CH:31][C:26]([C:24]([O:23][CH3:22])=[O:25])=[CH:27][CH:28]=2)[CH:20]=1. The yield is 0.460. (4) The reactants are [H-].[Na+].[C:3]([O:7][C:8](=[O:51])[N:9]([CH2:27][CH:28]([C:30]1[CH:35]=[CH:34][C:33]([O:36]P(OC(C)(C)C)(OC(C)(C)C)=O)=[C:32]([CH:49]=[O:50])[CH:31]=1)[OH:29])[CH2:10][CH2:11][CH2:12][CH2:13][CH2:14][CH2:15][O:16][CH2:17][CH2:18][CH2:19][CH2:20][C:21]1[CH:26]=[CH:25][CH:24]=[CH:23][CH:22]=1)([CH3:6])([CH3:5])[CH3:4].[P:52]([O:64][CH2:65]Cl)([O:59][C:60]([CH3:63])([CH3:62])[CH3:61])([O:54][C:55]([CH3:58])([CH3:57])[CH3:56])=[O:53].C(O)(=O)CC(CC(O)=O)(C(O)=O)O. The product is [C:3]([O:7][C:8](=[O:51])[N:9]([CH2:27][CH:28]([C:30]1[CH:35]=[CH:34][C:33]([O:36][CH2:65][O:64][P:52]([O:59][C:60]([CH3:63])([CH3:62])[CH3:61])([O:54][C:55]([CH3:58])([CH3:57])[CH3:56])=[O:53])=[C:32]([CH:49]=[O:50])[CH:31]=1)[OH:29])[CH2:10][CH2:11][CH2:12][CH2:13][CH2:14][CH2:15][O:16][CH2:17][CH2:18][CH2:19][CH2:20][C:21]1[CH:26]=[CH:25][CH:24]=[CH:23][CH:22]=1)([CH3:6])([CH3:4])[CH3:5]. The yield is 0.650. The catalyst is [I-].C([N+](CCCC)(CCCC)CCCC)CCC.C1COCC1. (5) The reactants are C([N:8]1[CH2:13][C@H:12]2[CH2:14][C@@H:9]1[CH2:10][N:11]2[C:15]1[CH:25]=[CH:24][C:18]([C:19]([O:21][CH2:22][CH3:23])=[O:20])=[CH:17][CH:16]=1)C1C=CC=CC=1. The catalyst is CO.C(O)=O.[Pd]. The product is [CH:19]([OH:21])=[O:20].[C@@H:12]12[CH2:14][C@@H:9]([NH:8][CH2:13]1)[CH2:10][N:11]2[C:15]1[CH:16]=[CH:17][C:18]([C:19]([O:21][CH2:22][CH3:23])=[O:20])=[CH:24][CH:25]=1. The yield is 0.990. (6) The reactants are [CH2:1]([Si:4]([CH:11]([CH3:13])[CH3:12])([CH:8]([CH3:10])[CH3:9])[CH:5]([CH3:7])[CH3:6])[CH:2]=[CH2:3].[C:14]([OH:20])(=[O:19])[CH2:15][CH2:16]C=C.ClCCl.CCCCCC. The catalyst is CC1C=C(C)C(N2C(=[Ru](Cl)(Cl)=CC3C=CC=CC=3OC(C)C)N(C3C(C)=CC(C)=CC=3C)CC2)=C(C)C=1.CCOCC. The product is [CH:11]([Si:4]([CH:5]([CH3:6])[CH3:7])([CH:8]([CH3:10])[CH3:9])[CH2:1][CH:2]=[CH:3][CH2:16][CH2:15][C:14]([OH:20])=[O:19])([CH3:13])[CH3:12]. The yield is 0.950.